Dataset: Catalyst prediction with 721,799 reactions and 888 catalyst types from USPTO. Task: Predict which catalyst facilitates the given reaction. (1) Reactant: [NH2:1][CH:2]1[C:6]2[CH:7]=[CH:8][CH:9]=[CH:10][C:5]=2[O:4][CH:3]1[C:11]([NH2:13])=[O:12].C(Cl)(=O)[C:15](Cl)=[O:16]. Product: [NH:1]1[C:2]2[C:6]3[CH:7]=[CH:8][CH:9]=[CH:10][C:5]=3[O:4][C:3]=2[C:11](=[O:12])[NH:13][C:15]1=[O:16]. The catalyst class is: 11. (2) Reactant: [CH3:1][O:2][C:3]([C:5]1[N:6]([CH2:11][CH3:12])[N:7]=[C:8]([NH2:10])[CH:9]=1)=[O:4].[F:13][C:14]1[CH:21]=[CH:20][C:17]([CH:18]=O)=[CH:16][CH:15]=1.C([SiH](CC)CC)C.FC(F)(F)C(O)=O. Product: [CH3:1][O:2][C:3]([C:5]1[N:6]([CH2:11][CH3:12])[N:7]=[C:8]([NH:10][CH2:18][C:17]2[CH:20]=[CH:21][C:14]([F:13])=[CH:15][CH:16]=2)[CH:9]=1)=[O:4]. The catalyst class is: 10. (3) Reactant: F[C:2](F)(F)[C:3]([OH:5])=O.[CH:8]1([CH2:14][CH2:15][N:16]2[C:20]3[N:21]=[C:22]([C:25]#[N:26])[N:23]=[CH:24][C:19]=3[CH:18]=[C:17]2[CH2:27][N:28]2[C:32]3[CH:33]=[CH:34][CH:35]=[CH:36][C:31]=3[N:30]([CH:37]3[CH2:42][CH2:41][NH:40][CH2:39][CH2:38]3)[C:29]2=[O:43])[CH2:13][CH2:12][CH2:11][CH2:10][CH2:9]1.C(OC(=O)C)(=O)C. Product: [C:3]([N:40]1[CH2:41][CH2:42][CH:37]([N:30]2[C:31]3[CH:36]=[CH:35][CH:34]=[CH:33][C:32]=3[N:28]([CH2:27][C:17]3[N:16]([CH2:15][CH2:14][CH:8]4[CH2:9][CH2:10][CH2:11][CH2:12][CH2:13]4)[C:20]4[N:21]=[C:22]([C:25]#[N:26])[N:23]=[CH:24][C:19]=4[CH:18]=3)[C:29]2=[O:43])[CH2:38][CH2:39]1)(=[O:5])[CH3:2]. The catalyst class is: 236. (4) Reactant: Cl[C:2]1[N:7]=[C:6]2[N:8]([CH2:12][CH2:13][CH2:14][CH2:15][CH2:16][CH2:17][C:18]([O:20][CH2:21][CH3:22])=[O:19])[CH2:9][CH2:10][CH2:11][C:5]2=[N:4][C:3]=1[C:23]1[CH:28]=[CH:27][C:26]([CH3:29])=[CH:25][CH:24]=1.[CH3:30][C:31]1[CH:36]=[CH:35][C:34](B2OC(C)(C)C(C)(C)O2)=[CH:33][N:32]=1.C(=O)([O-])[O-].[Na+].[Na+].N#N. Product: [CH3:30][C:31]1[N:32]=[CH:33][C:34]([C:2]2[N:7]=[C:6]3[N:8]([CH2:12][CH2:13][CH2:14][CH2:15][CH2:16][CH2:17][C:18]([O:20][CH2:21][CH3:22])=[O:19])[CH2:9][CH2:10][CH2:11][C:5]3=[N:4][C:3]=2[C:23]2[CH:28]=[CH:27][C:26]([CH3:29])=[CH:25][CH:24]=2)=[CH:35][CH:36]=1. The catalyst class is: 203. (5) Reactant: [Li+].C[Si]([N-][Si](C)(C)C)(C)C.[N:11]1[C:19]2[C:14](=[N:15][CH:16]=[CH:17][CH:18]=2)[NH:13][C:12]=1[CH2:20][C:21]([O:23]CC)=O.[NH2:26][C:27]1[CH:34]=[CH:33][CH:32]=[C:31]([N:35]2[CH2:40][C@H:39]([CH3:41])[O:38][C@H:37]([CH3:42])[CH2:36]2)[C:28]=1[C:29]#[N:30]. Product: [NH2:30][C:29]1[C:28]2[C:27](=[CH:34][CH:33]=[CH:32][C:31]=2[N:35]2[CH2:36][C@H:37]([CH3:42])[O:38][C@H:39]([CH3:41])[CH2:40]2)[NH:26][C:21](=[O:23])[C:20]=1[C:12]1[NH:13][C:14]2=[N:15][CH:16]=[CH:17][CH:18]=[C:19]2[N:11]=1. The catalyst class is: 1.